Dataset: Full USPTO retrosynthesis dataset with 1.9M reactions from patents (1976-2016). Task: Predict the reactants needed to synthesize the given product. (1) Given the product [CH2:16]([O:15][C:13](=[O:14])[C:12](=[O:18])[CH2:10][C:9]([C:4]1[CH:5]=[CH:6][C:7]([F:8])=[C:2]([Cl:1])[CH:3]=1)=[O:11])[CH3:17], predict the reactants needed to synthesize it. The reactants are: [Cl:1][C:2]1[CH:3]=[C:4]([C:9](=[O:11])[CH3:10])[CH:5]=[CH:6][C:7]=1[F:8].[C:12](OCC)(=[O:18])[C:13]([O:15][CH2:16][CH3:17])=[O:14].C(O[Na])(C)(C)C. (2) Given the product [CH2:1]([S:3]([N:6]1[CH2:7][CH2:8][CH:9]([C:12]2[C:20]3[C:15](=[C:16]([C:28]([NH2:30])=[O:29])[CH:17]=[C:18]([C:21]4[S:22][C:23]([CH2:26][NH:32][CH3:31])=[CH:24][CH:25]=4)[CH:19]=3)[NH:14][CH:13]=2)[CH2:10][CH2:11]1)(=[O:4])=[O:5])[CH3:2], predict the reactants needed to synthesize it. The reactants are: [CH2:1]([S:3]([N:6]1[CH2:11][CH2:10][CH:9]([C:12]2[C:20]3[C:15](=[C:16]([C:28]([NH2:30])=[O:29])[CH:17]=[C:18]([C:21]4[S:22][C:23]([CH:26]=O)=[CH:24][CH:25]=4)[CH:19]=3)[NH:14][CH:13]=2)[CH2:8][CH2:7]1)(=[O:5])=[O:4])[CH3:2].[CH3:31][NH2:32].C1COCC1.C(O[BH-](OC(=O)C)OC(=O)C)(=O)C.[Na+].